Dataset: Reaction yield outcomes from USPTO patents with 853,638 reactions. Task: Predict the reaction yield, written as a fraction of the theoretical maximum amount of product (1.0 means a 100% yield; for example, 0.34 means a 34% yield). (1) The reactants are [N+](C1C=CC([N+]([O-])=O)=CC=1CC(=O)C)([O-])=O.[C]=O.[CH3:19][C:20]1[NH:21][C:22]2[C:27]([CH:28]=1)=[CH:26][CH:25]=[C:24]([N+:29]([O-])=O)[CH:23]=2. The catalyst is C1([Fe](=C=O)=C=O)C=CC=C1.C1(C)C=CC=CC=1. The product is [NH2:29][C:24]1[CH:23]=[C:22]2[C:27]([CH:28]=[C:20]([CH3:19])[NH:21]2)=[CH:26][CH:25]=1. The yield is 0.220. (2) The reactants are [Cl:1][C:2]1[N:7]=[C:6](Cl)[C:5]([N+:9]([O-:11])=[O:10])=[CH:4][N:3]=1.[F:12][C:13]1([F:27])[CH2:17][CH2:16][C@@H:15]([NH:18][CH2:19][C:20]([CH3:26])([CH3:25])[C:21]([O:23][CH3:24])=[O:22])[CH2:14]1.C(=O)(O)[O-].[Na+]. The catalyst is ClCCl. The product is [Cl:1][C:2]1[N:7]=[C:6]([N:18]([C@@H:15]2[CH2:16][CH2:17][C:13]([F:12])([F:27])[CH2:14]2)[CH2:19][C:20]([CH3:26])([CH3:25])[C:21]([O:23][CH3:24])=[O:22])[C:5]([N+:9]([O-:11])=[O:10])=[CH:4][N:3]=1. The yield is 0.620. (3) The reactants are [NH:1]1[CH:6]=[CH:5][CH:4]=[CH:3][C:2]1=[S:7].Br[C:9]1[CH:10]=[C:11]([O:17][C:18]2[C:19]([CH3:25])=[N:20][CH:21]=[CH:22][C:23]=2[CH3:24])[C:12]([C:15]#[N:16])=[N:13][CH:14]=1.CN(C=O)C.[H-].[Na+]. The catalyst is O. The product is [CH3:25][C:19]1[C:18]([O:17][C:11]2[C:12]([C:15]#[N:16])=[N:13][CH:14]=[C:9]([S:7][C:2]3[CH:3]=[CH:4][CH:5]=[CH:6][N:1]=3)[CH:10]=2)=[C:23]([CH3:24])[CH:22]=[CH:21][N:20]=1. The yield is 0.923. (4) The reactants are FC(F)(F)S(O[C:7]1[C:8]2[C:17]([C:18]3[CH:23]=[CH:22][CH:21]=[CH:20][CH:19]=3)=[C:16]([C:24]3[CH:29]=[CH:28][C:27]([C:30]4([NH:34][C:35]([O:37][C:38]([CH3:41])([CH3:40])[CH3:39])=[O:36])[CH2:33][CH2:32][CH2:31]4)=[CH:26][CH:25]=3)[O:15][C:9]=2[N:10]=[C:11]([S:13][CH3:14])[N:12]=1)(=O)=O.[NH:44]1[CH2:49][CH2:48][O:47][CH2:46][CH2:45]1.C(Cl)Cl.CCOCC. The catalyst is C1COCC1. The product is [CH3:14][S:13][C:11]1[N:12]=[C:7]([N:44]2[CH2:49][CH2:48][O:47][CH2:46][CH2:45]2)[C:8]2[C:17]([C:18]3[CH:19]=[CH:20][CH:21]=[CH:22][CH:23]=3)=[C:16]([C:24]3[CH:29]=[CH:28][C:27]([C:30]4([NH:34][C:35](=[O:36])[O:37][C:38]([CH3:40])([CH3:39])[CH3:41])[CH2:33][CH2:32][CH2:31]4)=[CH:26][CH:25]=3)[O:15][C:9]=2[N:10]=1. The yield is 0.890. (5) The reactants are [Br:1][C:2]1[S:6][C:5]([C:7](OC)=[O:8])=[C:4]([NH:11][CH2:12][C:13]2[CH:18]=[CH:17][CH:16]=[C:15]([N+:19]([O-:21])=[O:20])[CH:14]=2)[CH:3]=1.[OH-].[Na+].Cl.C([N:27](CC)CC)C.[Cl-].[NH4+].Cl.C(N=C=NCCCN(C)C)C.ON1C2C=CC=CC=2N=N1. The catalyst is CO.O. The product is [Br:1][C:2]1[S:6][C:5]([C:7]([NH2:27])=[O:8])=[C:4]([NH:11][CH2:12][C:13]2[CH:18]=[CH:17][CH:16]=[C:15]([N+:19]([O-:21])=[O:20])[CH:14]=2)[CH:3]=1. The yield is 0.570. (6) The reactants are C(OC(=O)C)(=O)C.O=P12OP3(OP(OP(O3)(O1)=O)(=O)O2)=O.CS(O)(=O)=O.O=C(C)CC[N:31]1[C:39](=[O:40])[C:38]2[C:33](=[CH:34][CH:35]=[CH:36][CH:37]=2)[C:32]1=[O:41]. The catalyst is CCOC(C)=O. The product is [C:32]1(=[O:41])[C:33]2[C:38](=[CH:37][CH:36]=[CH:35][CH:34]=2)[C:39](=[O:40])[NH:31]1. The yield is 0.222.